Dataset: Peptide-MHC class I binding affinity with 185,985 pairs from IEDB/IMGT. Task: Regression. Given a peptide amino acid sequence and an MHC pseudo amino acid sequence, predict their binding affinity value. This is MHC class I binding data. (1) The peptide sequence is KRQEILDLWVY. The MHC is HLA-B40:01 with pseudo-sequence HLA-B40:01. The binding affinity (normalized) is 0.0915. (2) The peptide sequence is YSLLNRKAI. The MHC is HLA-A02:16 with pseudo-sequence HLA-A02:16. The binding affinity (normalized) is 0.0847. (3) The peptide sequence is GIADIRDKY. The MHC is HLA-A11:01 with pseudo-sequence HLA-A11:01. The binding affinity (normalized) is 0.159. (4) The peptide sequence is FIYGYLEPV. The MHC is HLA-A02:03 with pseudo-sequence HLA-A02:03. The binding affinity (normalized) is 1.00. (5) The MHC is HLA-A02:01 with pseudo-sequence HLA-A02:01. The binding affinity (normalized) is 0.0847. The peptide sequence is SQMPPQKIM. (6) The peptide sequence is RGRGVAIHR. The MHC is HLA-B46:01 with pseudo-sequence HLA-B46:01. The binding affinity (normalized) is 0.0847. (7) The peptide sequence is SYINRTGTF. The MHC is HLA-A26:02 with pseudo-sequence HLA-A26:02. The binding affinity (normalized) is 0.241. (8) The peptide sequence is KGGEAQFLV. The MHC is HLA-B27:05 with pseudo-sequence HLA-B27:05. The binding affinity (normalized) is 0.0847. (9) The peptide sequence is EFTSDYPFY. The MHC is HLA-A31:01 with pseudo-sequence HLA-A31:01. The binding affinity (normalized) is 0.247. (10) The peptide sequence is VVYGYFIWY. The MHC is HLA-A03:01 with pseudo-sequence HLA-A03:01. The binding affinity (normalized) is 0.357.